From a dataset of Reaction yield outcomes from USPTO patents with 853,638 reactions. Predict the reaction yield, written as a fraction of the theoretical maximum amount of product (1.0 means a 100% yield; for example, 0.34 means a 34% yield). (1) The reactants are [F:1][C:2]1[CH:9]=[CH:8][C:7]([CH:10]=O)=[CH:6][C:3]=1[C:4]#[N:5].[NH2:12]/[C:13](/[CH3:17])=[CH:14]\[C:15]#[N:16]. The catalyst is C(O)(=O)C. The product is [C:4]([C:3]1[CH:6]=[C:7]([CH:10]2[C:14]([C:15]#[N:16])=[C:13]([CH3:17])[NH:12][C:2]([CH3:9])=[C:3]2[C:4]#[N:5])[CH:8]=[CH:9][C:2]=1[F:1])#[N:5]. The yield is 0.800. (2) The reactants are [CH3:1][O:2][C:3]([C:5]1[CH:10]=[CH:9][N:8]2[CH:11]=[N:12][CH:13]=[C:7]2[C:6]=1[NH:14][C:15]1[CH:20]=[CH:19][C:18](Br)=[CH:17][C:16]=1[F:22])=[O:4].[I-:23].[Na+].CN[C@@H]1CCCC[C@H]1NC.C(OCC)(=O)C. The catalyst is O1CCOCC1.CO.ClCCl.[Cu]I. The product is [CH3:1][O:2][C:3]([C:5]1[CH:10]=[CH:9][N:8]2[CH:11]=[N:12][CH:13]=[C:7]2[C:6]=1[NH:14][C:15]1[CH:20]=[CH:19][C:18]([I:23])=[CH:17][C:16]=1[F:22])=[O:4]. The yield is 0.670. (3) The reactants are [NH:1]1[CH2:6][CH2:5][CH2:4][C@H:3]([O:7][C:8]2[CH:15]=[CH:14][CH:13]=[CH:12][C:9]=2[C:10]#N)[CH2:2]1.[C:16](O[C:16]([O:18][C:19]([CH3:22])([CH3:21])[CH3:20])=[O:17])([O:18][C:19]([CH3:22])([CH3:21])[CH3:20])=[O:17].[OH2:31].[OH-:32].[Na+]. The catalyst is CCO. The product is [C:19]([O:18][C:16]([N:1]1[CH2:6][CH2:5][CH2:4][C@H:3]([O:7][C:8]2[CH:15]=[CH:14][CH:13]=[CH:12][C:9]=2[C:10]([OH:32])=[O:31])[CH2:2]1)=[O:17])([CH3:22])([CH3:21])[CH3:20]. The yield is 0.500. (4) The reactants are [Br:1][C:2]1[C:3]([F:10])=[CH:4][C:5]([CH3:9])=[C:6]([CH:8]=1)[NH2:7].[N:11]([O-])=O.[Na+].O.O.[Cl:17][Sn]Cl.[OH-].[Na+].CCOCC. The catalyst is Cl.O. The product is [ClH:17].[Br:1][C:2]1[C:3]([F:10])=[CH:4][C:5]([CH3:9])=[C:6]([NH:7][NH2:11])[CH:8]=1. The yield is 0.710. (5) The reactants are [CH:1]1[C:14]2[C:5](=[N:6][C:7]3[C:12]([C:13]=2[NH:15][CH2:16][C@@H:17]([OH:20])[CH2:18][OH:19])=[CH:11][CH:10]=[CH:9][CH:8]=3)[CH:4]=[CH:3][CH:2]=1.[CH3:21][O:22][C:23]1[CH:44]=[CH:43][C:26]([C:27](Cl)([C:36]2[CH:41]=[CH:40][CH:39]=[CH:38][CH:37]=2)[C:28]2[CH:33]=[CH:32][C:31]([O:34][CH3:35])=[CH:30][CH:29]=2)=[CH:25][CH:24]=1.CO. The catalyst is N1C=CC=CC=1. The product is [CH:1]1[C:14]2[C:5](=[N:6][C:7]3[C:12]([C:13]=2[NH:15][CH2:16][C@@H:17]([OH:20])[CH2:18][O:19][C:27]([C:36]2[CH:41]=[CH:40][CH:39]=[CH:38][CH:37]=2)([C:28]2[CH:33]=[CH:32][C:31]([O:34][CH3:35])=[CH:30][CH:29]=2)[C:26]2[CH:25]=[CH:24][C:23]([O:22][CH3:21])=[CH:44][CH:43]=2)=[CH:11][CH:10]=[CH:9][CH:8]=3)[CH:4]=[CH:3][CH:2]=1. The yield is 0.376. (6) The reactants are O1CCCCC1[N:7]1[CH:11]=[N:10][C:9]([C:12]2[N:17]=[CH:16][C:15]([C:18]3[N:19]=[C:20]4[N:27]([CH:28]5[CH2:33][CH2:32][O:31][CH2:30][CH2:29]5)[CH2:26][C:25](=[O:34])[NH:24][C:21]4=[N:22][CH:23]=3)=[CH:14][CH:13]=2)=[N:8]1. The catalyst is Cl. The product is [NH:7]1[CH:11]=[N:10][C:9]([C:12]2[N:17]=[CH:16][C:15]([C:18]3[N:19]=[C:20]4[N:27]([CH:28]5[CH2:29][CH2:30][O:31][CH2:32][CH2:33]5)[CH2:26][C:25](=[O:34])[NH:24][C:21]4=[N:22][CH:23]=3)=[CH:14][CH:13]=2)=[N:8]1. The yield is 0.340. (7) The reactants are [H-].[Na+].Br[C:4]1[CH:9]=[CH:8][CH:7]=[C:6]([Br:10])[C:5]=1[S:11]([NH:14][C:15]([CH3:18])([CH3:17])[CH3:16])(=[O:13])=[O:12].[Li]CCCC.CN(C)[CH:26]=[O:27]. The product is [Br:10][C:6]1[C:5]2[S:11](=[O:13])(=[O:12])[N:14]([C:15]([CH3:18])([CH3:17])[CH3:16])[CH:26]([OH:27])[C:4]=2[CH:9]=[CH:8][CH:7]=1. The yield is 0.550. The catalyst is O1CCCC1. (8) The reactants are [F:1][C:2]1[CH:7]=[CH:6][C:5]([C:8]2[C:12]([CH2:13][O:14][C:15]3[CH:16]=[C:17]([C:21](O)=[O:22])[N:18]([CH3:20])[N:19]=3)=[C:11]([CH3:24])[O:10][N:9]=2)=[CH:4][CH:3]=1.[CH3:25][O:26][CH2:27][CH2:28][NH2:29]. No catalyst specified. The product is [CH3:25][O:26][CH2:27][CH2:28][NH:29][C:21]([C:17]1[N:18]([CH3:20])[N:19]=[C:15]([O:14][CH2:13][C:12]2[C:8]([C:5]3[CH:4]=[CH:3][C:2]([F:1])=[CH:7][CH:6]=3)=[N:9][O:10][C:11]=2[CH3:24])[CH:16]=1)=[O:22]. The yield is 0.680. (9) The product is [CH2:1]([O:3][C:4](=[O:14])[O:5][C:6]1[CH:11]=[C:10]([N+:15]([O-:17])=[O:16])[C:9]([F:12])=[CH:8][C:7]=1[Cl:13])[CH3:2]. The catalyst is S(=O)(=O)(O)O. The yield is 0.820. The reactants are [CH2:1]([O:3][C:4](=[O:14])[O:5][C:6]1[CH:11]=[CH:10][C:9]([F:12])=[CH:8][C:7]=1[Cl:13])[CH3:2].[N+:15]([O-])([OH:17])=[O:16]. (10) The reactants are [N+:1]([C:4]1[CH:17]=[CH:16][C:7]2[NH:8][C:9](=[O:15])[C:10]3([O:14][C:6]=2[CH:5]=1)[CH2:13][CH2:12][CH2:11]3)([O-:3])=[O:2].C(=O)([O-])[O-].[K+].[K+].I[CH2:25][CH3:26].O. The catalyst is CN(C=O)C. The product is [CH2:25]([N:8]1[C:7]2[CH:16]=[CH:17][C:4]([N+:1]([O-:3])=[O:2])=[CH:5][C:6]=2[O:14][C:10]2([CH2:13][CH2:12][CH2:11]2)[C:9]1=[O:15])[CH3:26]. The yield is 0.615.